From a dataset of Full USPTO retrosynthesis dataset with 1.9M reactions from patents (1976-2016). Predict the reactants needed to synthesize the given product. (1) Given the product [CH:1]1([C:4]2[C:5]([O:18][CH2:19][C:20]34[CH2:26][CH:25]3[CH2:24][CH:23]([F:34])[CH2:22][CH2:21]4)=[CH:6][C:7]([F:17])=[C:8]([CH:16]=2)[C:9]([OH:11])=[O:10])[CH2:2][CH2:3]1, predict the reactants needed to synthesize it. The reactants are: [CH:1]1([C:4]2[C:5]([O:18][CH2:19][C:20]34[CH2:26][CH:25]3[CH2:24][CH:23](O)[CH2:22][CH2:21]4)=[CH:6][C:7]([F:17])=[C:8]([CH:16]=2)[C:9]([O:11]C(C)(C)C)=[O:10])[CH2:3][CH2:2]1.C(N(S(F)(F)[F:34])CC)C.FC(F)(F)C(O)=O. (2) Given the product [C:25]([Si:29]([O:14][CH2:13][C:4]1[C:5]2[C:10](=[CH:9][CH:8]=[CH:7][CH:6]=2)[CH:11]=[CH:12][C:3]=1[C:1]#[CH:2])([CH3:32])[CH3:31])([CH3:28])([CH3:27])[CH3:26], predict the reactants needed to synthesize it. The reactants are: [C:1]([C:3]1[CH:12]=[CH:11][C:10]2[C:5](=[CH:6][CH:7]=[CH:8][CH:9]=2)[C:4]=1[CH2:13][OH:14])#[CH:2].N1C=CN=C1.C1COCC1.[C:25]([Si:29]([CH3:32])([CH3:31])Cl)([CH3:28])([CH3:27])[CH3:26]. (3) Given the product [Cl:31][C:32]1[N:33]=[C:34]([NH:42][CH:43]2[CH2:48][CH2:47][N:46]([CH2:58][C:56]3[CH:55]=[C:54]([O:60][CH2:61][CH3:62])[C:53]([C:63]4[CH:68]=[CH:67][C:66]([F:69])=[CH:65][CH:64]=4)=[C:52]([O:51][CH2:49][CH3:50])[CH:57]=3)[CH2:45][CH2:44]2)[C:35]2[C:40]([CH:41]=1)=[CH:39][CH:38]=[CH:37][CH:36]=2, predict the reactants needed to synthesize it. The reactants are: ClC1C=CC(CN2CCC(NC3C=C(NC(=O)C)C=CC=3)CC2)=CC=1OCC.Cl.Cl.[Cl:31][C:32]1[N:33]=[C:34]([NH:42][CH:43]2[CH2:48][CH2:47][NH:46][CH2:45][CH2:44]2)[C:35]2[C:40]([CH:41]=1)=[CH:39][CH:38]=[CH:37][CH:36]=2.[CH2:49]([O:51][C:52]1[CH:57]=[C:56]([CH:58]=O)[CH:55]=[C:54]([O:60][CH2:61][CH3:62])[C:53]=1[C:63]1[CH:68]=[CH:67][C:66]([F:69])=[CH:65][CH:64]=1)[CH3:50]. (4) Given the product [NH2:30][C:28](=[O:29])[C:27]([C:8]1[C:7]2[C:11](=[C:12]3[CH2:17][CH2:16][CH2:15][C:13]3=[CH:14][C:6]=2[O:5][CH2:4][C:3]([OH:32])=[O:2])[N:10]([CH2:18][C:19]2[CH:24]=[CH:23][CH:22]=[CH:21][CH:20]=2)[C:9]=1[CH2:25][CH3:26])=[O:31], predict the reactants needed to synthesize it. The reactants are: C[O:2][C:3](=[O:32])[CH2:4][O:5][C:6]1[CH:14]=[C:13]2[CH2:15][CH2:16][CH2:17][C:12]2=[C:11]2[C:7]=1[C:8]([C:27](=[O:31])[C:28]([NH2:30])=[O:29])=[C:9]([CH2:25][CH3:26])[N:10]2[CH2:18][C:19]1[CH:24]=[CH:23][CH:22]=[CH:21][CH:20]=1.[OH-].[Li+]. (5) Given the product [CH3:1][O:2][C:3]1[CH:4]=[C:5]([CH:31]=[CH:32][C:33]=1[O:34][CH3:35])[CH2:6][CH:7]1[C:16]2[C:11](=[CH:12][C:13]([O:18][CH3:19])=[C:14]([O:17][CH2:39][CH:36]3[CH2:38][CH2:37]3)[CH:15]=2)[CH2:10][CH2:9][N:8]1[CH2:20][C:21]([NH:23][CH2:24][C:25]1[CH:30]=[CH:29][CH:28]=[CH:27][CH:26]=1)=[O:22], predict the reactants needed to synthesize it. The reactants are: [CH3:1][O:2][C:3]1[CH:4]=[C:5]([CH:31]=[CH:32][C:33]=1[O:34][CH3:35])[CH2:6][CH:7]1[C:16]2[C:11](=[CH:12][C:13]([O:18][CH3:19])=[C:14]([OH:17])[CH:15]=2)[CH2:10][CH2:9][N:8]1[CH2:20][C:21]([NH:23][CH2:24][C:25]1[CH:30]=[CH:29][CH:28]=[CH:27][CH:26]=1)=[O:22].[CH:36]1([CH2:39]Br)[CH2:38][CH2:37]1.